From a dataset of Forward reaction prediction with 1.9M reactions from USPTO patents (1976-2016). Predict the product of the given reaction. (1) Given the reactants [Cl:1][C:2]1[CH:11]=[C:10]([CH:12](C(OCC)=O)[C:13]([O:15]CC)=[O:14])[C:9]2[C:4](=[CH:5][CH:6]=[C:7]([CH3:23])[CH:8]=2)[N:3]=1.[OH-].[Na+].Cl, predict the reaction product. The product is: [Cl:1][C:2]1[CH:11]=[C:10]([CH2:12][C:13]([OH:15])=[O:14])[C:9]2[C:4](=[CH:5][CH:6]=[C:7]([CH3:23])[CH:8]=2)[N:3]=1. (2) Given the reactants [NH2:1][C:2]1[CH:3]=[C:4]([CH:8]=[CH:9][C:10]=1[O:11][CH3:12])[C:5]([OH:7])=[O:6].[F:13][C:14]([F:19])([F:18])[C:15](Cl)=[O:16].[CH3:20][O:21][C:22]1[CH:23]=[C:24](O)[CH:25]=[C:26]([O:30][CH3:31])[C:27]=1[O:28][CH3:29], predict the reaction product. The product is: [F:13][C:14]([F:19])([F:18])[C:15]([NH:1][C:2]1[CH:3]=[C:4]([CH:8]=[CH:9][C:10]=1[O:11][CH3:12])[C:5]([O:7][C:24]1[CH:25]=[C:26]([O:30][CH3:31])[C:27]([O:28][CH3:29])=[C:22]([O:21][CH3:20])[CH:23]=1)=[O:6])=[O:16]. (3) The product is: [Br:1][C:2]1[CH:3]=[C:4]([F:16])[C:5]([C:9]2[N:13]([CH3:14])[N:12]=[C:11]([CH3:15])[C:10]=2[C:24]([C:23]2[CH:27]=[CH:28][C:29]([F:31])=[CH:30][C:22]=2[Cl:21])=[O:25])=[C:6]([F:8])[CH:7]=1. Given the reactants [Br:1][C:2]1[CH:7]=[C:6]([F:8])[C:5]([C:9]2[N:13]([CH3:14])[N:12]=[C:11]([CH3:15])[CH:10]=2)=[C:4]([F:16])[CH:3]=1.[Cl-].[Al+3].[Cl-].[Cl-].[Cl:21][C:22]1[CH:30]=[C:29]([F:31])[CH:28]=[CH:27][C:23]=1[C:24](Cl)=[O:25], predict the reaction product. (4) Given the reactants [F:1][C:2]([F:36])([C:32]([F:35])([F:34])[F:33])[C:3]([F:31])([F:30])[C:4]([F:29])([F:28])[CH2:5][CH2:6][CH2:7][CH2:8][CH2:9][CH2:10][CH2:11][CH2:12][CH2:13][CH2:14][CH2:15][CH2:16][CH2:17][CH2:18][CH2:19][CH2:20][CH2:21][CH2:22][CH2:23][CH2:24][CH2:25][CH2:26]O.[BrH:37].S(=O)(=O)(O)O, predict the reaction product. The product is: [Br:37][CH2:26][CH2:25][CH2:24][CH2:23][CH2:22][CH2:21][CH2:20][CH2:19][CH2:18][CH2:17][CH2:16][CH2:15][CH2:14][CH2:13][CH2:12][CH2:11][CH2:10][CH2:9][CH2:8][CH2:7][CH2:6][CH2:5][C:4]([F:29])([F:28])[C:3]([F:31])([F:30])[C:2]([F:36])([F:1])[C:32]([F:35])([F:34])[F:33]. (5) Given the reactants FC(F)(F)C(O)=O.[Cl:8][C:9]1[CH:14]=[C:13]2[NH:15][C:16](=[O:38])[C:17]3([CH:21]([C:22]4[CH:27]=[CH:26][CH:25]=[C:24]([Cl:28])[C:23]=4[F:29])[CH:20]([C:30](O)=[O:31])[NH:19][CH:18]3[CH2:33][C:34]([CH3:37])([CH3:36])[CH3:35])[C:12]2=[CH:11][CH:10]=1.C(N(C(C)C)CC)(C)C.C1(P(Cl)(C2C=CC=CC=2)=O)C=CC=CC=1.[NH2:63][C:64]1[CH:71]=[CH:70][C:67]([C:68]#[N:69])=[CH:66][C:65]=1[O:72][CH3:73], predict the reaction product. The product is: [C:68]([C:67]1[CH:70]=[CH:71][C:64]([NH:63][C:30]([CH:20]2[NH:19][CH:18]([CH2:33][C:34]([CH3:35])([CH3:36])[CH3:37])[C:17]3([C:12]4[C:13](=[CH:14][C:9]([Cl:8])=[CH:10][CH:11]=4)[NH:15][C:16]3=[O:38])[CH:21]2[C:22]2[CH:27]=[CH:26][CH:25]=[C:24]([Cl:28])[C:23]=2[F:29])=[O:31])=[C:65]([O:72][CH3:73])[CH:66]=1)#[N:69]. (6) The product is: [OH:19][CH:18]=[C:11]([C:3]1[N:2]([CH3:1])[CH:6]=[CH:5][C:4]=1[C:7]([O:9][CH3:10])=[O:8])[C:12]([O:14][CH3:15])=[O:13]. Given the reactants [CH3:1][N:2]1[CH:6]=[CH:5][C:4]([C:7]([O:9][CH3:10])=[O:8])=[C:3]1[CH2:11][C:12]([O:14][CH3:15])=[O:13].[H-].[Na+].[CH:18](OC)=[O:19].C(=O)=O, predict the reaction product.